From a dataset of Forward reaction prediction with 1.9M reactions from USPTO patents (1976-2016). Predict the product of the given reaction. (1) The product is: [F:17][C:18]1[CH:19]=[C:20]([C:21]([C:7]2[CH:12]=[C:11]([C:13]([F:16])([F:15])[F:14])[CH:10]=[CH:9][N:8]=2)([NH2:22])[CH2:35][C:36]2[CH:41]=[CH:40][CH:39]=[CH:38][CH:37]=2)[CH:23]=[C:24]([C:26]([F:27])([F:28])[F:29])[CH:25]=1. Given the reactants [Li]CCCC.Br[C:7]1[CH:12]=[C:11]([C:13]([F:16])([F:15])[F:14])[CH:10]=[CH:9][N:8]=1.[F:17][C:18]1[CH:19]=[C:20]([CH:23]=[C:24]([C:26]([F:29])([F:28])[F:27])[CH:25]=1)[C:21]#[N:22].C[Si](Cl)(C)C.[CH2:35]([Mg]Cl)[C:36]1[CH:41]=[CH:40][CH:39]=[CH:38][CH:37]=1, predict the reaction product. (2) Given the reactants [CH2:1]([O:3][C:4](=[O:18])[CH:5]([O:15][CH2:16][CH3:17])[CH2:6][C:7]1[CH:12]=[CH:11][C:10]([OH:13])=[C:9]([F:14])[CH:8]=1)[CH3:2].Cl[CH2:20][C:21]1[N:22]=[C:23]([C:26]2[CH:31]=[CH:30][CH:29]=[CH:28][CH:27]=2)[S:24][CH:25]=1.C(N)(=S)C1C=CC=CC=1.ClCC(CCl)=O.C(=O)([O-])[O-].[Cs+].[Cs+].[I-].[K+], predict the reaction product. The product is: [CH2:1]([O:3][C:4](=[O:18])[CH:5]([O:15][CH2:16][CH3:17])[CH2:6][C:7]1[CH:12]=[CH:11][C:10]([O:13][CH2:20][C:21]2[N:22]=[C:23]([C:26]3[CH:27]=[CH:28][CH:29]=[CH:30][CH:31]=3)[S:24][CH:25]=2)=[C:9]([F:14])[CH:8]=1)[CH3:2]. (3) The product is: [Br:1][C:2]1[S:6][C:5]([CH2:7][O:27][C:26]2[C:18]([F:17])=[C:19]([C:23]([F:28])=[CH:24][CH:25]=2)[C:20]([NH2:22])=[O:21])=[N:4][C:3]=1[C:9]1[CH:14]=[CH:13][C:12]([O:15][CH3:16])=[CH:11][CH:10]=1. Given the reactants [Br:1][C:2]1[S:6][C:5]([CH2:7]Br)=[N:4][C:3]=1[C:9]1[CH:14]=[CH:13][C:12]([O:15][CH3:16])=[CH:11][CH:10]=1.[F:17][C:18]1[C:26]([OH:27])=[CH:25][CH:24]=[C:23]([F:28])[C:19]=1[C:20]([NH2:22])=[O:21].C(=O)([O-])[O-].[K+].[K+], predict the reaction product. (4) Given the reactants [H-].[Na+].[F:3][C:4]([F:38])([F:37])[C:5]1[CH:6]=[C:7]([CH:30]=[C:31]([C:33]([F:36])([F:35])[F:34])[CH:32]=1)[CH2:8][NH:9][CH2:10][C:11]1[C:12]([N:21]([CH2:24][CH:25]2[CH2:29][CH2:28][CH2:27][CH2:26]2)[CH2:22][CH3:23])=[N:13][C:14]2[C:19]([CH:20]=1)=[CH:18][CH:17]=[CH:16][CH:15]=2.[C:39](=[S:41])=[S:40].[CH3:42]I, predict the reaction product. The product is: [CH3:42][S:40][C:39](=[S:41])[N:9]([CH2:8][C:7]1[CH:30]=[C:31]([C:33]([F:36])([F:35])[F:34])[CH:32]=[C:5]([C:4]([F:37])([F:3])[F:38])[CH:6]=1)[CH2:10][C:11]1[C:12]([N:21]([CH2:24][CH:25]2[CH2:29][CH2:28][CH2:27][CH2:26]2)[CH2:22][CH3:23])=[N:13][C:14]2[C:19]([CH:20]=1)=[CH:18][CH:17]=[CH:16][CH:15]=2. (5) Given the reactants Br[C:2]1[CH:7]=[CH:6][C:5]2[C:8]3([O:17][CH2:18][C:4]=2[CH:3]=1)[CH2:13][CH2:12][CH2:11][N:10]1[CH:14]=[N:15][CH:16]=[C:9]31.[Cu][C:20]#[N:21].N.C(OCC)(=O)C, predict the reaction product. The product is: [CH:16]1[N:15]=[CH:14][N:10]2[CH2:11][CH2:12][CH2:13][C:8]3([C:5]4[CH:6]=[CH:7][C:2]([C:20]#[N:21])=[CH:3][C:4]=4[CH2:18][O:17]3)[C:9]=12.